This data is from NCI-60 drug combinations with 297,098 pairs across 59 cell lines. The task is: Regression. Given two drug SMILES strings and cell line genomic features, predict the synergy score measuring deviation from expected non-interaction effect. (1) Drug 1: CC1=C2C(C(=O)C3(C(CC4C(C3C(C(C2(C)C)(CC1OC(=O)C(C(C5=CC=CC=C5)NC(=O)C6=CC=CC=C6)O)O)OC(=O)C7=CC=CC=C7)(CO4)OC(=O)C)O)C)OC(=O)C. Drug 2: CC12CCC3C(C1CCC2O)C(CC4=C3C=CC(=C4)O)CCCCCCCCCS(=O)CCCC(C(F)(F)F)(F)F. Cell line: UACC-257. Synergy scores: CSS=-0.738, Synergy_ZIP=0.292, Synergy_Bliss=0.507, Synergy_Loewe=-1.37, Synergy_HSA=-0.844. (2) Drug 1: C1CN1C2=NC(=NC(=N2)N3CC3)N4CC4. Drug 2: CCN(CC)CCCC(C)NC1=C2C=C(C=CC2=NC3=C1C=CC(=C3)Cl)OC. Cell line: HL-60(TB). Synergy scores: CSS=77.7, Synergy_ZIP=-6.89, Synergy_Bliss=-9.49, Synergy_Loewe=-19.9, Synergy_HSA=-7.19. (3) Drug 1: C1CCC(CC1)NC(=O)N(CCCl)N=O. Drug 2: N.N.Cl[Pt+2]Cl. Cell line: A498. Synergy scores: CSS=8.66, Synergy_ZIP=-2.79, Synergy_Bliss=-0.669, Synergy_Loewe=-3.13, Synergy_HSA=-2.77. (4) Drug 1: C1CN(P(=O)(OC1)NCCCl)CCCl. Drug 2: B(C(CC(C)C)NC(=O)C(CC1=CC=CC=C1)NC(=O)C2=NC=CN=C2)(O)O. Cell line: ACHN. Synergy scores: CSS=60.9, Synergy_ZIP=2.19, Synergy_Bliss=0.298, Synergy_Loewe=-44.8, Synergy_HSA=-2.79. (5) Drug 1: CN(CC1=CN=C2C(=N1)C(=NC(=N2)N)N)C3=CC=C(C=C3)C(=O)NC(CCC(=O)O)C(=O)O. Drug 2: C1=NC2=C(N1)C(=S)N=CN2. Cell line: A549. Synergy scores: CSS=51.3, Synergy_ZIP=-4.80, Synergy_Bliss=0.709, Synergy_Loewe=-1.75, Synergy_HSA=-0.787. (6) Drug 1: CNC(=O)C1=CC=CC=C1SC2=CC3=C(C=C2)C(=NN3)C=CC4=CC=CC=N4. Drug 2: CCC1(CC2CC(C3=C(CCN(C2)C1)C4=CC=CC=C4N3)(C5=C(C=C6C(=C5)C78CCN9C7C(C=CC9)(C(C(C8N6C=O)(C(=O)OC)O)OC(=O)C)CC)OC)C(=O)OC)O.OS(=O)(=O)O. Cell line: EKVX. Synergy scores: CSS=21.1, Synergy_ZIP=-0.520, Synergy_Bliss=-0.682, Synergy_Loewe=-22.6, Synergy_HSA=-0.430. (7) Drug 1: C1=CN(C(=O)N=C1N)C2C(C(C(O2)CO)O)O.Cl. Drug 2: CC1=C(C(=O)C2=C(C1=O)N3CC4C(C3(C2COC(=O)N)OC)N4)N. Cell line: SN12C. Synergy scores: CSS=35.1, Synergy_ZIP=-7.06, Synergy_Bliss=-5.65, Synergy_Loewe=-14.8, Synergy_HSA=-3.06. (8) Drug 1: CC12CCC(CC1=CCC3C2CCC4(C3CC=C4C5=CN=CC=C5)C)O. Drug 2: CN(C)C1=NC(=NC(=N1)N(C)C)N(C)C. Cell line: CCRF-CEM. Synergy scores: CSS=-3.42, Synergy_ZIP=-1.10, Synergy_Bliss=-8.62, Synergy_Loewe=-18.2, Synergy_HSA=-11.4. (9) Drug 1: CN1CCC(CC1)COC2=C(C=C3C(=C2)N=CN=C3NC4=C(C=C(C=C4)Br)F)OC. Drug 2: CC12CCC3C(C1CCC2O)C(CC4=C3C=CC(=C4)O)CCCCCCCCCS(=O)CCCC(C(F)(F)F)(F)F. Cell line: ACHN. Synergy scores: CSS=22.5, Synergy_ZIP=1.32, Synergy_Bliss=6.38, Synergy_Loewe=7.94, Synergy_HSA=8.18. (10) Drug 1: CS(=O)(=O)CCNCC1=CC=C(O1)C2=CC3=C(C=C2)N=CN=C3NC4=CC(=C(C=C4)OCC5=CC(=CC=C5)F)Cl. Drug 2: CN(C(=O)NC(C=O)C(C(C(CO)O)O)O)N=O. Cell line: HS 578T. Synergy scores: CSS=5.34, Synergy_ZIP=-4.60, Synergy_Bliss=-7.49, Synergy_Loewe=-12.3, Synergy_HSA=-4.35.